Dataset: Catalyst prediction with 721,799 reactions and 888 catalyst types from USPTO. Task: Predict which catalyst facilitates the given reaction. (1) Reactant: [CH3:1][C:2]1[N:3]=[N:4][N:5]([CH2:7][C:8]2[CH:13]=[C:12]([C:14]([F:17])([F:16])[F:15])[CH:11]=[CH:10][C:9]=2/[CH:18]=[CH:19]/[C:20](O)=[O:21])[N:6]=1.[CH3:23][NH:24][CH2:25][CH:26]1[CH2:31][CH2:30][N:29]([C:32]([O:34][C:35]([CH3:38])([CH3:37])[CH3:36])=[O:33])[CH2:28][CH2:27]1.C(N(CC)CC)C.C(P1(=O)OP(CCC)(=O)OP(CCC)(=O)O1)CC. Product: [CH3:23][N:24]([CH2:25][CH:26]1[CH2:27][CH2:28][N:29]([C:32]([O:34][C:35]([CH3:38])([CH3:37])[CH3:36])=[O:33])[CH2:30][CH2:31]1)[C:20](=[O:21])/[CH:19]=[CH:18]/[C:9]1[CH:10]=[CH:11][C:12]([C:14]([F:15])([F:16])[F:17])=[CH:13][C:8]=1[CH2:7][N:5]1[N:4]=[N:3][C:2]([CH3:1])=[N:6]1. The catalyst class is: 59. (2) Reactant: C(OC([N:8]1[CH2:11][CH:10]([N:12]2[CH2:15][C:14]([F:17])([F:16])[CH2:13]2)[CH2:9]1)=O)(C)(C)C. Product: [F:16][C:14]1([F:17])[CH2:15][N:12]([CH:10]2[CH2:11][NH:8][CH2:9]2)[CH2:13]1. The catalyst class is: 157. (3) Reactant: [CH3:1][O:2][C:3]([CH:5]1[CH2:13][C:12]2[C:7](=[CH:8][C:9]([O:14][CH3:15])=[CH:10][CH:11]=2)[C:6]1=O)=[O:4].C(O)(=O)C.Cl(O)(=O)(=O)=O. Product: [CH3:1][O:2][C:3]([CH:5]1[CH2:6][C:7]2[C:12](=[CH:11][CH:10]=[C:9]([O:14][CH3:15])[CH:8]=2)[CH2:13]1)=[O:4]. The catalyst class is: 153. (4) Reactant: [N:1]1[C:9]2[C:4](=[N:5][CH:6]=[C:7]([NH2:10])[CH:8]=2)[NH:3][CH:2]=1.[F:11][C:12]1[C:20]([NH:21][S:22]([CH2:25][CH2:26][CH3:27])(=[O:24])=[O:23])=[CH:19][CH:18]=[C:17]([F:28])[C:13]=1[C:14](O)=[O:15].CCN=C=NCCCN(C)C.ON1C2C=CC=CC=2N=N1.O. Product: [F:11][C:12]1[C:20]([NH:21][S:22]([CH2:25][CH2:26][CH3:27])(=[O:23])=[O:24])=[CH:19][CH:18]=[C:17]([F:28])[C:13]=1[C:14]([NH:10][C:7]1[CH:8]=[C:9]2[N:1]=[CH:2][NH:3][C:4]2=[N:5][CH:6]=1)=[O:15]. The catalyst class is: 163. (5) Reactant: [CH3:1][CH:2]([CH3:29])[CH2:3][C@H:4]([C:13](=[O:28])[NH:14][C@@H:15]([CH2:20][CH2:21][C:22]1[CH:27]=[CH:26][CH:25]=[CH:24][CH:23]=1)[C:16]([NH:18][CH3:19])=[O:17])[CH2:5][C:6]([O:8]C(C)(C)C)=[O:7].C(O)(C(F)(F)F)=O. Product: [CH3:1][CH:2]([CH3:29])[CH2:3][C@H:4]([C:13](=[O:28])[NH:14][C@@H:15]([CH2:20][CH2:21][C:22]1[CH:23]=[CH:24][CH:25]=[CH:26][CH:27]=1)[C:16]([NH:18][CH3:19])=[O:17])[CH2:5][C:6]([OH:8])=[O:7]. The catalyst class is: 4. (6) Product: [F:1][C:2]1[C:11]([O:12][S:20]([C:23]([F:26])([F:25])[F:24])(=[O:22])=[O:21])=[CH:10][CH:9]=[C:8]([F:13])[C:3]=1[C:4]([O:6][CH3:7])=[O:5]. The catalyst class is: 34. Reactant: [F:1][C:2]1[C:11]([OH:12])=[CH:10][CH:9]=[C:8]([F:13])[C:3]=1[C:4]([O:6][CH3:7])=[O:5].N1C=CC=CC=1.[S:20](O[S:20]([C:23]([F:26])([F:25])[F:24])(=[O:22])=[O:21])([C:23]([F:26])([F:25])[F:24])(=[O:22])=[O:21].Cl. (7) Reactant: O[CH2:2][C:3]1[N:8]([C:9]2[CH:14]=[CH:13][CH:12]=[C:11]([C:15]([F:18])([F:17])[F:16])[CH:10]=2)[C:7](=[O:19])[C:6]([C:20]([NH:22][CH2:23][C:24]2[CH:29]=[CH:28][C:27]([S:30]([CH3:33])(=[O:32])=[O:31])=[CH:26][CH:25]=2)=[O:21])=[CH:5][CH:4]=1.S(Cl)([Cl:36])=O. Product: [Cl:36][CH2:2][C:3]1[N:8]([C:9]2[CH:14]=[CH:13][CH:12]=[C:11]([C:15]([F:18])([F:17])[F:16])[CH:10]=2)[C:7](=[O:19])[C:6]([C:20]([NH:22][CH2:23][C:24]2[CH:29]=[CH:28][C:27]([S:30]([CH3:33])(=[O:32])=[O:31])=[CH:26][CH:25]=2)=[O:21])=[CH:5][CH:4]=1. The catalyst class is: 2. (8) Reactant: [ClH:1].[CH3:2][CH2:3][O:4][C:5]([C:7]1[CH:12]([C:13]2[CH:14]=[CH:15][CH:16]=[CH:17][C:18]=2[Cl:19])[C:11]([C:20]([O:22][CH3:23])=[O:21])=[C:10]([CH3:24])[NH:9][C:8]=1[CH2:25][O:26][CH2:27][CH2:28][NH2:29])=[O:6]. Product: [CH3:2][CH2:3][O:4][C:5]([C:7]1[CH:12]([C:13]2[C:18]([Cl:19])=[CH:17][CH:16]=[CH:15][CH:14]=2)[C:11]([C:20]([O:22][CH3:23])=[O:21])=[C:10]([CH3:24])[NH:9][C:8]=1[CH2:25][O:26][CH2:27][CH2:28][NH2:29])=[O:6].[ClH:1]. The catalyst class is: 5. (9) Reactant: C(=O)([O-])[O-].[K+].[K+].C([O:10][C:11]1[C:12]([CH:52]([CH3:54])[CH3:53])=[C:13]2[C:18](=[CH:19][C:20]=1[O:21]C(=O)C)[C:17](=[O:25])[C:16]([C:26]1[C:27](=[O:49])[C:28]3[C:33]([C:34](=[O:37])[C:35]=1[CH3:36])=[C:32]([CH:38]([CH3:40])[CH3:39])[C:31]([O:41]C(=O)C)=[C:30]([O:45]C(=O)C)[CH:29]=3)=[C:15]([CH3:50])[C:14]2=[O:51])(=O)C.Cl.C(OCC)(=O)C. Product: [CH3:36][C:35]1[C:26]([C:16]2[C:15]([CH3:50])=[C:14]([OH:51])[C:13]3[C:18](=[CH:19][C:20]([C:11]([C:12]=3[CH:52]([CH3:54])[CH3:53])=[O:10])=[O:21])[C:17]=2[OH:25])=[C:27]([OH:49])[C:28]2[C:33](=[C:32]([CH:38]([CH3:40])[CH3:39])[C:31]([C:30]([CH:29]=2)=[O:45])=[O:41])[C:34]=1[OH:37]. The catalyst class is: 12.